Dataset: Forward reaction prediction with 1.9M reactions from USPTO patents (1976-2016). Task: Predict the product of the given reaction. (1) Given the reactants O.[NH2:2]N.C(O)(=O)C.C[N:9](C)[C:10](=[N:12][C:13]([C:15]1[C:20]([O:21][C:22]2[CH:27]=[CH:26][CH:25]=[CH:24][CH:23]=2)=[CH:19][C:18](=[O:28])[N:17]([C:29]2[CH:34]=[CH:33][CH:32]=[CH:31][CH:30]=2)[N:16]=1)=O)[CH3:11], predict the reaction product. The product is: [O:21]([C:20]1[C:15]([C:13]2[N:12]=[C:10]([CH3:11])[NH:9][N:2]=2)=[N:16][N:17]([C:29]2[CH:34]=[CH:33][CH:32]=[CH:31][CH:30]=2)[C:18](=[O:28])[CH:19]=1)[C:22]1[CH:23]=[CH:24][CH:25]=[CH:26][CH:27]=1. (2) Given the reactants [OH:1][CH2:2][C:3]1[CH:8]=[CH:7][C:6]([C:9](=[O:22])[CH2:10][CH2:11][CH2:12][N:13]([CH3:21])[C:14](=[O:20])[O:15][C:16]([CH3:19])([CH3:18])[CH3:17])=[CH:5][CH:4]=1.C(N(CC)CC)C.[CH3:30][S:31](Cl)(=[O:33])=[O:32].C(=O)([O-])O.[Na+], predict the reaction product. The product is: [CH3:30][S:31]([O:1][CH2:2][C:3]1[CH:8]=[CH:7][C:6]([C:9](=[O:22])[CH2:10][CH2:11][CH2:12][N:13]([C:14]([O:15][C:16]([CH3:18])([CH3:17])[CH3:19])=[O:20])[CH3:21])=[CH:5][CH:4]=1)(=[O:33])=[O:32]. (3) Given the reactants [CH3:1][N:2]([CH2:12][CH2:13][O:14][C:15]1[CH:20]=[CH:19][C:18]([NH:21][S:22]([CH3:25])(=[O:24])=[O:23])=[CH:17][CH:16]=1)[CH2:3][CH2:4][C:5]1[CH:10]=[CH:9][C:8]([NH2:11])=[CH:7][CH:6]=1.[N:26]([CH2:29][CH2:30][CH2:31][S:32](Cl)(=[O:34])=[O:33])=[N+:27]=[N-:28].O, predict the reaction product. The product is: [CH3:1][N:2]([CH2:12][CH2:13][O:14][C:15]1[CH:20]=[CH:19][C:18]([NH:21][S:22]([CH3:25])(=[O:24])=[O:23])=[CH:17][CH:16]=1)[CH2:3][CH2:4][C:5]1[CH:6]=[CH:7][C:8]([NH:11][S:32]([CH2:31][CH2:30][CH2:29][N:26]=[N+:27]=[N-:28])(=[O:34])=[O:33])=[CH:9][CH:10]=1. (4) The product is: [CH3:19][O:20][C:21]1[CH:27]=[C:26]([N:28]2[CH2:29][CH2:30][N:31]([CH3:34])[CH2:32][CH2:33]2)[C:25]([N+:35]([O-:37])=[O:36])=[CH:24][C:22]=1[NH:23][C:2]1[N:7]=[C:6]([N:8]2[CH:12]=[CH:11][C:10]([C:13]3[CH:18]=[CH:17][CH:16]=[CH:15][CH:14]=3)=[N:9]2)[CH:5]=[CH:4][N:3]=1. Given the reactants Cl[C:2]1[N:7]=[C:6]([N:8]2[CH:12]=[CH:11][C:10]([C:13]3[CH:18]=[CH:17][CH:16]=[CH:15][CH:14]=3)=[N:9]2)[CH:5]=[CH:4][N:3]=1.[CH3:19][O:20][C:21]1[CH:27]=[C:26]([N:28]2[CH2:33][CH2:32][N:31]([CH3:34])[CH2:30][CH2:29]2)[C:25]([N+:35]([O-:37])=[O:36])=[CH:24][C:22]=1[NH2:23], predict the reaction product. (5) Given the reactants CS(Cl)(=O)=O.[CH3:6][C:7]1[CH:12]=[CH:11][CH:10]=[C:9]([CH3:13])[C:8]=1[N:14]1[C:18](=[O:19])[CH2:17][C@:16]([CH:23]([CH3:25])[CH3:24])([C:20]([OH:22])=O)[CH2:15]1.C(N(CC)C(C)C)(C)C.[F:35][C:36]([F:49])([F:48])[C:37]1[CH:38]=[C:39]([CH:41]=[C:42]([C:44]([F:47])([F:46])[F:45])[CH:43]=1)[NH2:40].Cl, predict the reaction product. The product is: [F:35][C:36]([F:48])([F:49])[C:37]1[CH:38]=[C:39]([NH:40][C:20]([C@@:16]2([CH:23]([CH3:24])[CH3:25])[CH2:17][C:18](=[O:19])[N:14]([C:8]3[C:7]([CH3:6])=[CH:12][CH:11]=[CH:10][C:9]=3[CH3:13])[CH2:15]2)=[O:22])[CH:41]=[C:42]([C:44]([F:45])([F:47])[F:46])[CH:43]=1. (6) Given the reactants [F:1][C:2]1[C:7]([O:8][CH3:9])=[CH:6][C:5]([O:10][CH3:11])=[C:4]([F:12])[C:3]=1[N:13]1[CH2:18][C:17]2[CH:19]=[N:20][C:21]3[NH:25][N:24]=[CH:23][C:22]=3[C:16]=2[N:15]([C:26]2[C:27]([F:36])=[C:28]([CH:33]=[CH:34][CH:35]=2)[C:29]([O:31]C)=[O:30])[C:14]1=[O:37].O.O.[OH-].[Li+].Cl, predict the reaction product. The product is: [F:12][C:4]1[C:5]([O:10][CH3:11])=[CH:6][C:7]([O:8][CH3:9])=[C:2]([F:1])[C:3]=1[N:13]1[CH2:18][C:17]2[CH:19]=[N:20][C:21]3[NH:25][N:24]=[CH:23][C:22]=3[C:16]=2[N:15]([C:26]2[C:27]([F:36])=[C:28]([CH:33]=[CH:34][CH:35]=2)[C:29]([OH:31])=[O:30])[C:14]1=[O:37]. (7) Given the reactants [Br:1][C:2]1[CH:3]=[CH:4][C:5]([C:14]([O:16][CH3:17])=[O:15])=[N:6][C:7]=1[NH:8][C:9]([CH:11]1[CH2:13][CH2:12]1)=O.COC1C=CC(P2(=S)SP(C3C=CC(OC)=CC=3)(=S)[S:27]2)=CC=1, predict the reaction product. The product is: [Br:1][C:2]1[CH:3]=[CH:4][C:5]([C:14]([O:16][CH3:17])=[O:15])=[N:6][C:7]=1[NH:8][C:9]([CH:11]1[CH2:13][CH2:12]1)=[S:27]. (8) Given the reactants [F:1][C:2]1[CH:3]=[C:4]([N:8]2[CH:12]=[C:11]([NH:13][C:14](=[O:18])[CH:15]([CH3:17])[CH3:16])[C:10]([CH:19]=[O:20])=[N:9]2)[CH:5]=[N:6][CH:7]=1.[BH4-].[Na+].Cl.C(=O)(O)[O-].[Na+], predict the reaction product. The product is: [F:1][C:2]1[CH:3]=[C:4]([N:8]2[CH:12]=[C:11]([NH:13][C:14](=[O:18])[CH:15]([CH3:17])[CH3:16])[C:10]([CH2:19][OH:20])=[N:9]2)[CH:5]=[N:6][CH:7]=1.[F:1][C:2]1[CH:3]=[C:4]([N:8]2[CH:12]=[C:11]([NH:13][C:14](=[O:18])[CH:15]([CH3:16])[CH3:17])[CH:10]=[N:9]2)[CH:5]=[N:6][CH:7]=1.